From a dataset of Full USPTO retrosynthesis dataset with 1.9M reactions from patents (1976-2016). Predict the reactants needed to synthesize the given product. (1) Given the product [F:20][C:17]1[CH:16]=[CH:15][C:14]([CH2:13][N:10]([O:11][CH3:12])[C:8](=[O:9])[CH:7]=[C:5]([OH:6])[C:4]([NH:36][S:33]([C:31]2[S:32][C:28]3[CH:27]=[C:26]([O:25][CH2:23][CH3:24])[CH:38]=[CH:37][C:29]=3[N:30]=2)(=[O:34])=[O:35])=[O:21])=[CH:19][CH:18]=1, predict the reactants needed to synthesize it. The reactants are: CC1(C)[O:6][C:5](=[CH:7][C:8]([N:10]([CH2:13][C:14]2[CH:19]=[CH:18][C:17]([F:20])=[CH:16][CH:15]=2)[O:11][CH3:12])=[O:9])[C:4](=[O:21])O1.[CH2:23]([O:25][C:26]1[CH:38]=[CH:37][C:29]2[N:30]=[C:31]([S:33]([NH2:36])(=[O:35])=[O:34])[S:32][C:28]=2[CH:27]=1)[CH3:24]. (2) Given the product [C:1]([O:5][C:6]([N:8]1[C:16]2[C:11](=[CH:12][CH:13]=[C:14]([NH2:17])[CH:15]=2)[C:10]([N:20]([C:28]([O:30][C:31]([CH3:34])([CH3:33])[CH3:32])=[O:29])[CH2:21][C:22]2[N:23]=[CH:24][S:25][C:26]=2[CH3:27])=[N:9]1)=[O:7])([CH3:4])([CH3:3])[CH3:2], predict the reactants needed to synthesize it. The reactants are: [C:1]([O:5][C:6]([N:8]1[C:16]2[C:11](=[CH:12][CH:13]=[C:14]([N+:17]([O-])=O)[CH:15]=2)[C:10]([N:20]([C:28]([O:30][C:31]([CH3:34])([CH3:33])[CH3:32])=[O:29])[CH2:21][C:22]2[N:23]=[CH:24][S:25][C:26]=2[CH3:27])=[N:9]1)=[O:7])([CH3:4])([CH3:3])[CH3:2].[H][H]. (3) Given the product [CH2:1]([O:3][C:4]([N:6]1[CH2:11][CH2:10][N:9]([C:12](=[O:39])[C@@H:13]([NH:23][C:24]([C:26]2[CH:31]=[C:30]([CH:40]3[CH2:42][CH2:41]3)[N:29]=[C:28]([C:33]3[CH:38]=[CH:37][CH:36]=[CH:35][CH:34]=3)[N:27]=2)=[O:25])[CH2:14][CH2:15][C:16]([O:18][C:19]([CH3:22])([CH3:21])[CH3:20])=[O:17])[CH2:8][CH2:7]1)=[O:5])[CH3:2], predict the reactants needed to synthesize it. The reactants are: [CH2:1]([O:3][C:4]([N:6]1[CH2:11][CH2:10][N:9]([C:12](=[O:39])[C@@H:13]([NH:23][C:24]([C:26]2[CH:31]=[C:30](Cl)[N:29]=[C:28]([C:33]3[CH:38]=[CH:37][CH:36]=[CH:35][CH:34]=3)[N:27]=2)=[O:25])[CH2:14][CH2:15][C:16]([O:18][C:19]([CH3:22])([CH3:21])[CH3:20])=[O:17])[CH2:8][CH2:7]1)=[O:5])[CH3:2].[CH:40]1(B(O)O)[CH2:42][CH2:41]1. (4) Given the product [Cl:26][C:23]1[CH:24]=[CH:25][C:20]([C:18]([NH:17][CH:13]([CH2:12][C:7]2[C:5]3[C:4](=[CH:3][CH:2]=[CH:1][CH:6]=3)[NH:11][C:9](=[O:10])[CH:8]=2)[C:14]([O:16][CH2:31][CH2:30][O:29][CH:27]=[CH2:28])=[O:15])=[O:19])=[CH:21][CH:22]=1, predict the reactants needed to synthesize it. The reactants are: [CH:1]1[CH:2]=[CH:3][C:4]2[NH:11][C:9](=[O:10])[CH:8]=[C:7]([CH2:12][CH:13]([NH:17][C:18]([C:20]3[CH:21]=[CH:22][C:23]([Cl:26])=[CH:24][CH:25]=3)=[O:19])[C:14]([OH:16])=[O:15])[C:5]=2[CH:6]=1.[CH:27]([O:29][CH2:30][CH2:31]Cl)=[CH2:28]. (5) Given the product [F:16][C:13]1([F:15])[CH2:14][N:11]([C:8]2[CH:9]=[CH:10][C:5]([C:3]([OH:4])=[O:2])=[N:6][C:7]=2[O:17][CH2:18][CH2:19][O:20][CH3:21])[CH2:12]1, predict the reactants needed to synthesize it. The reactants are: C[O:2][C:3]([C:5]1[CH:10]=[CH:9][C:8]([N:11]2[CH2:14][C:13]([F:16])([F:15])[CH2:12]2)=[C:7]([O:17][CH2:18][CH2:19][O:20][CH3:21])[N:6]=1)=[O:4].O.[OH-].[Li+]. (6) Given the product [F:1][C:2]1[CH:3]=[C:4]2[C:8](=[CH:9][CH:10]=1)[NH:7][C:6](=[O:11])[C:5]2=[C:12]1[C:20]2[C:15](=[N:16][C:17]([CH2:21][CH2:22][N:27]3[CH2:28][CH2:29][CH:24]([OH:23])[CH2:25][CH2:26]3)=[CH:18][CH:19]=2)[CH2:14][O:13]1, predict the reactants needed to synthesize it. The reactants are: [F:1][C:2]1[CH:3]=[C:4]2[C:8](=[CH:9][CH:10]=1)[NH:7][C:6](=[O:11])[C:5]2=[C:12]1[C:20]2[C:15](=[N:16][C:17]([CH:21]=[CH2:22])=[CH:18][CH:19]=2)[CH2:14][O:13]1.[OH:23][CH:24]1[CH2:29][CH2:28][NH:27][CH2:26][CH2:25]1.